From a dataset of Catalyst prediction with 721,799 reactions and 888 catalyst types from USPTO. Predict which catalyst facilitates the given reaction. (1) Reactant: [CH2:1]([NH2:4])[CH2:2][SH:3].Cl.[C:6]1([C:12]([C:20]2[CH:25]=[CH:24][CH:23]=[CH:22][CH:21]=2)([C:14]2[CH:19]=[CH:18][CH:17]=[CH:16][CH:15]=2)O)[CH:11]=[CH:10][CH:9]=[CH:8][CH:7]=1.C(N(CC)CC)C.C(=O)(O)[O-].[Na+]. Product: [C:6]1([C:12]([C:14]2[CH:15]=[CH:16][CH:17]=[CH:18][CH:19]=2)([C:20]2[CH:21]=[CH:22][CH:23]=[CH:24][CH:25]=2)[S:3][CH2:2][CH2:1][NH2:4])[CH:7]=[CH:8][CH:9]=[CH:10][CH:11]=1. The catalyst class is: 22. (2) Reactant: N1C2C(=CC=CC=2)[C:3]([CH2:10][C:11]([OH:13])=[O:12])=[CH:2]1.C(N=C=NC(C)C)(C)C.O.O[N:25]1[C:29]2[CH:30]=[CH:31][CH:32]=[CH:33][C:28]=2N=N1. Product: [NH:25]1[C:29]2[C:28](=[CH:33][CH:32]=[CH:31][CH:30]=2)[CH:2]=[C:3]1[CH2:10][C:11]([OH:13])=[O:12]. The catalyst class is: 3. (3) Reactant: [F:1][C:2]([F:7])([F:6])[C:3]([OH:5])=[O:4].[C:8]1([C:14]2[CH:19]=[C:18]([CH:20]3[CH2:25][CH2:24][NH:23][CH2:22][CH2:21]3)[CH:17]=[CH:16][C:15]=2[NH:26][C:27]([C:29]2[NH:30][CH:31]=[C:32]([C:34]#[N:35])[N:33]=2)=[O:28])[CH2:13][CH2:12][CH2:11][CH2:10][CH:9]=1.CCN(CC)CC.[C:43](#[N:46])[CH:44]=[CH2:45].CO. Product: [F:1][C:2]([F:7])([F:6])[C:3]([OH:5])=[O:4].[C:43]([CH2:44][CH2:45][N:23]1[CH2:22][CH2:21][CH:20]([C:18]2[CH:17]=[CH:16][C:15]([NH:26][C:27]([C:29]3[NH:30][CH:31]=[C:32]([C:34]#[N:35])[N:33]=3)=[O:28])=[C:14]([C:8]3[CH2:13][CH2:12][CH2:11][CH2:10][CH:9]=3)[CH:19]=2)[CH2:25][CH2:24]1)#[N:46]. The catalyst class is: 26. (4) Reactant: [CH3:1][C:2]1[CH:7]=[CH:6][C:5]([Br:8])=[CH:4][C:3]=1I.C([Mg]Cl)(C)C.C[O:16][B:17](OC)[O:18]C.Cl. Product: [CH3:1][C:2]1[CH:7]=[CH:6][C:5]([Br:8])=[CH:4][C:3]=1[B:17]([OH:18])[OH:16]. The catalyst class is: 7. (5) Reactant: [CH3:1][C:2]1[CH:7]=[CH:6][CH:5]=[C:4]([CH3:8])[C:3]=1[O:9][CH2:10][C:11]1[C:15]([CH2:16][O:17][C:18]2[CH:23]=[CH:22][C:21]([C:24]3[CH:25]=[C:26]4[C:31](=[CH:32][CH:33]=3)[N:30]=[C:29]([C:34]([O:36]C)=[O:35])[CH:28]=[CH:27]4)=[CH:20][CH:19]=2)=[C:14]([CH:38]([CH3:40])[CH3:39])[O:13][N:12]=1.O1CCCC1.[OH-].[Na+].Cl. Product: [CH3:1][C:2]1[CH:7]=[CH:6][CH:5]=[C:4]([CH3:8])[C:3]=1[O:9][CH2:10][C:11]1[C:15]([CH2:16][O:17][C:18]2[CH:19]=[CH:20][C:21]([C:24]3[CH:25]=[C:26]4[C:31](=[CH:32][CH:33]=3)[N:30]=[C:29]([C:34]([OH:36])=[O:35])[CH:28]=[CH:27]4)=[CH:22][CH:23]=2)=[C:14]([CH:38]([CH3:40])[CH3:39])[O:13][N:12]=1. The catalyst class is: 5. (6) Reactant: Cl[C:2]1[N:7]=[CH:6][N:5]=[C:4]([NH:8][CH:9]([CH2:12][CH3:13])[CH2:10][OH:11])[CH:3]=1.[OH-].[Na+]. Product: [N:7]1[CH:2]=[CH:3][C:4]([NH:8][CH:9]([CH2:12][CH3:13])[CH2:10][OH:11])=[N:5][CH:6]=1. The catalyst class is: 29. (7) Reactant: [CH3:1][C:2]1[O:3][CH:4]=[CH:5][C:6]=1[C:7]([OH:9])=[O:8].C([N:12]1[CH:16]=[CH:15][N:14]=[CH:13]1)([N:12]1[CH:16]=[CH:15][N:14]=[CH:13]1)=O.N1C=CN=C1. The catalyst class is: 16. Product: [N-:12]1[CH:16]=[CH:15][N:14]=[CH:13]1.[CH3:1][C:2]1[O:3][CH:4]=[CH:5][C:6]=1[C:7]([OH:9])=[O:8].